From a dataset of Cav3 T-type calcium channel HTS with 100,875 compounds. Binary Classification. Given a drug SMILES string, predict its activity (active/inactive) in a high-throughput screening assay against a specified biological target. The compound is Clc1ccc(NC(=O)NC(Cc2sccc2)C)cc1. The result is 0 (inactive).